This data is from Reaction yield outcomes from USPTO patents with 853,638 reactions. The task is: Predict the reaction yield, written as a fraction of the theoretical maximum amount of product (1.0 means a 100% yield; for example, 0.34 means a 34% yield). (1) The yield is 0.350. The product is [OH:13][CH2:12][CH2:11][N:10]1[C:4]2[CH:3]=[C:2]([C:35]3[CH:34]=[N:33][NH:32][C:31]=3[CH3:30])[S:6][C:5]=2[C:7](=[O:8])[NH:9][C:15]1([CH3:20])[CH3:14]. The catalyst is O.COCCOC.C(O)(=O)C.CC(C)=O. The reactants are Br[C:2]1[S:6][C:5]([C:7]([NH2:9])=[O:8])=[C:4]([NH:10][CH2:11][CH2:12][OH:13])[CH:3]=1.[CH3:14][C:15]1C=CC(S(O)(=O)=O)=C[CH:20]=1.C([O-])(O)=O.[Na+].[CH3:30][C:31]1[C:35](B2OC(C)(C)C(C)(C)O2)=[CH:34][N:33](C(OC(C)(C)C)=O)[N:32]=1.C(=O)([O-])[O-].[Na+].[Na+]. (2) The reactants are [Cl:1][C:2]1[CH:3]=[C:4]([C:8]2[CH:9]=[C:10]([NH2:13])[NH:11][N:12]=2)[CH:5]=[CH:6][CH:7]=1.[Br:14]N1C(=O)CCC1=O. The catalyst is C1COCC1. The product is [Br:14][C:9]1[C:8]([C:4]2[CH:5]=[CH:6][CH:7]=[C:2]([Cl:1])[CH:3]=2)=[N:12][NH:11][C:10]=1[NH2:13]. The yield is 0.800. (3) The reactants are [Cl:1][C:2]1[C:3]([O:12][C:13]2[CH:18]=[C:17]([O:19][CH2:20][CH2:21][O:22][Si:23]([CH:30]([CH3:32])[CH3:31])([CH:27]([CH3:29])[CH3:28])[CH:24]([CH3:26])[CH3:25])[CH:16]=[CH:15][C:14]=2/[CH:33]=[CH:34]/[C:35]([O:37]CC)=[O:36])=[N:4][CH:5]=[C:6]([C:8]([F:11])([F:10])[F:9])[CH:7]=1.[OH-].[Na+].O1CCCC1. The catalyst is C(O)C. The product is [Cl:1][C:2]1[C:3]([O:12][C:13]2[CH:18]=[C:17]([O:19][CH2:20][CH2:21][O:22][Si:23]([CH:27]([CH3:28])[CH3:29])([CH:30]([CH3:31])[CH3:32])[CH:24]([CH3:25])[CH3:26])[CH:16]=[CH:15][C:14]=2/[CH:33]=[CH:34]/[C:35]([OH:37])=[O:36])=[N:4][CH:5]=[C:6]([C:8]([F:10])([F:9])[F:11])[CH:7]=1. The yield is 0.850. (4) The reactants are [F:1][C:2]1[C:7]2[N:8]=[C:9]([CH2:11][C:12]3[C:20]4[C:15](=[CH:16][CH:17]=[CH:18][CH:19]=4)[N:14]([CH2:21][C:22]([O:24]CC)=[O:23])[CH:13]=3)[S:10][C:6]=2[C:5]([F:27])=[CH:4][C:3]=1[F:28].[OH-].[Na+].Cl. The catalyst is COCCOC. The product is [F:1][C:2]1[C:7]2[N:8]=[C:9]([CH2:11][C:12]3[C:20]4[C:15](=[CH:16][CH:17]=[CH:18][CH:19]=4)[N:14]([CH2:21][C:22]([OH:24])=[O:23])[CH:13]=3)[S:10][C:6]=2[C:5]([F:27])=[CH:4][C:3]=1[F:28]. The yield is 0.980. (5) The reactants are [Cl:1][C:2]1[CH:3]=[C:4]([CH:7]=[CH:8][C:9]=1[OH:10])[CH:5]=[O:6].[Al].[Pb](Br)Br.[C:15](Cl)([Cl:18])([Cl:17])[Cl:16]. The catalyst is CN(C)C=O. The product is [Cl:1][C:2]1[CH:3]=[C:4]([CH:5]([OH:6])[C:15]([Cl:18])([Cl:17])[Cl:16])[CH:7]=[CH:8][C:9]=1[OH:10]. The yield is 0.890. (6) The reactants are [Br:1][C:2]1[CH:3]=[C:4]([OH:9])[CH:5]=[C:6]([F:8])[CH:7]=1.N1C=CN=C1.[C:15]([Si:19](Cl)([C:26]1[CH:31]=[CH:30][CH:29]=[CH:28][CH:27]=1)[C:20]1[CH:25]=[CH:24][CH:23]=[CH:22][CH:21]=1)([CH3:18])([CH3:17])[CH3:16]. The catalyst is C1COCC1. The product is [Br:1][C:2]1[CH:3]=[C:4]([CH:5]=[C:6]([F:8])[CH:7]=1)[O:9][Si:19]([C:15]([CH3:18])([CH3:17])[CH3:16])([C:26]1[CH:27]=[CH:28][CH:29]=[CH:30][CH:31]=1)[C:20]1[CH:25]=[CH:24][CH:23]=[CH:22][CH:21]=1. The yield is 0.580.